Dataset: Forward reaction prediction with 1.9M reactions from USPTO patents (1976-2016). Task: Predict the product of the given reaction. (1) Given the reactants C([N:8]1[C:12]([NH:13][C:14]2C=[CH:18][C:17]([Cl:20])=[CH:16][C:15]=2CCC(O)=O)=[CH:11][N:10]=[N:9]1)C1C=CC=CC=1.[Cl-].[Cl-].[Cl-].[Al+3].C(O)(=O)[CH2:31][C:32]([CH2:37][C:38](O)=O)([C:34]([OH:36])=[O:35])O.[C:43]1(C)C=CC=CC=1, predict the reaction product. The product is: [N:10]1[NH:9][N:8]=[C:12]([NH:13][C:14]2[CH:15]=[CH:16][C:17]([Cl:20])=[CH:18][C:38]=2[CH2:37][C:32]([CH3:31])([CH3:43])[C:34]([OH:36])=[O:35])[CH:11]=1. (2) The product is: [CH2:1]([C:3]1[C:11]([I:19])=[CH:10][C:6]2[O:7][CH2:8][O:9][C:5]=2[CH:4]=1)[CH3:2]. Given the reactants [CH2:1]([C:3]1[CH:11]=[CH:10][C:6]2[O:7][CH2:8][O:9][C:5]=2[CH:4]=1)[CH3:2].C1C(=O)N([I:19])C(=O)C1.C(O)(C(F)(F)F)=O.[O-]S([O-])(=S)=O.[Na+].[Na+], predict the reaction product. (3) Given the reactants [CH2:1]([O:8][CH2:9][C@@H:10]([O:14][C:15]1[CH:20]=[CH:19][C:18]([F:21])=[C:17]([C:22](=[O:24])[NH2:23])[C:16]=1[F:25])[C:11](Cl)=[O:12])[C:2]1[CH:7]=[CH:6][CH:5]=[CH:4][CH:3]=1.[NH2:26][C:27]1[C:28]([Cl:34])=[N:29][CH:30]=[C:31]([Cl:33])[CH:32]=1.C(N(CC)CC)C.O, predict the reaction product. The product is: [CH2:1]([O:8][CH2:9][C@@H:10]([O:14][C:15]1[C:16]([F:25])=[C:17]([C:18]([F:21])=[CH:19][CH:20]=1)[C:22]([NH2:23])=[O:24])[C:11]([NH:26][C:27]1[C:28]([Cl:34])=[N:29][CH:30]=[C:31]([Cl:33])[CH:32]=1)=[O:12])[C:2]1[CH:7]=[CH:6][CH:5]=[CH:4][CH:3]=1. (4) Given the reactants [Cl:1][C:2]1[C:7]([C:8]2[CH:13]=[CH:12][CH:11]=[CH:10][CH:9]=2)=[C:6](Cl)[N:5]2[N:15]=[C:16]([CH3:18])[N:17]=[C:4]2[N:3]=1.N, predict the reaction product. The product is: [Cl:1][C:2]1[C:7]([C:8]2[CH:13]=[CH:12][CH:11]=[CH:10][CH:9]=2)=[CH:6][N:5]2[N:15]=[C:16]([CH3:18])[N:17]=[C:4]2[N:3]=1. (5) Given the reactants Cl[C:2]1[N:7]=[C:6]([C:8]2[C:17]3[CH2:16][CH2:15][CH2:14][CH2:13][C:12]=3[N:11]=[C:10]([O:18][CH2:19][C:20]3[CH:25]=[CH:24][CH:23]=[CH:22][N:21]=3)[CH:9]=2)[CH:5]=[N:4][CH:3]=1.Cl.[CH3:27][NH:28][CH3:29].C(=O)([O-])[O-].[Cs+].[Cs+].CN(C=O)C, predict the reaction product. The product is: [CH3:27][N:28]([CH3:29])[C:2]1[CH:3]=[N:4][CH:5]=[C:6]([C:8]2[C:17]3[CH2:16][CH2:15][CH2:14][CH2:13][C:12]=3[N:11]=[C:10]([O:18][CH2:19][C:20]3[CH:25]=[CH:24][CH:23]=[CH:22][N:21]=3)[CH:9]=2)[N:7]=1. (6) Given the reactants [OH:1][CH2:2][C@@H:3]([NH:17]C(=O)OC(C)(C)C)[CH2:4][C:5]1[CH:10]=[CH:9][CH:8]=[C:7]([C:11]2[CH:12]=[N:13][N:14]([CH3:16])[CH:15]=2)[CH:6]=1.CO.Cl.O1CCOCC1, predict the reaction product. The product is: [NH2:17][C@@H:3]([CH2:4][C:5]1[CH:10]=[CH:9][CH:8]=[C:7]([C:11]2[CH:12]=[N:13][N:14]([CH3:16])[CH:15]=2)[CH:6]=1)[CH2:2][OH:1]. (7) The product is: [CH:1]([C:4]1[S:8][C:7]([NH:9][C:10](=[O:27])[CH2:11][C:12]2[N:13]=[C:14]([N:17]([CH3:31])[CH2:18][CH2:19][N:20]3[CH2:21][CH2:22][N:23]([CH3:26])[CH2:24][CH2:25]3)[S:15][CH:16]=2)=[N:6][CH:5]=1)([CH3:3])[CH3:2]. Given the reactants [CH:1]([C:4]1[S:8][C:7]([NH:9][C:10](=[O:27])[CH2:11][C:12]2[N:13]=[C:14]([NH:17][CH2:18][CH2:19][N:20]3[CH2:25][CH2:24][N:23]([CH3:26])[CH2:22][CH2:21]3)[S:15][CH:16]=2)=[N:6][CH:5]=1)([CH3:3])[CH3:2].C=O.O.[C:31](O[BH-](OC(=O)C)OC(=O)C)(=O)C.[Na+], predict the reaction product. (8) Given the reactants Br[C:2]1[C:7]([N:8]([CH2:23][O:24][CH3:25])[S:9]([C:12]2[CH:17]=[CH:16][C:15]([Cl:18])=[C:14]([C:19]([F:22])([F:21])[F:20])[CH:13]=2)(=[O:11])=[O:10])=[CH:6][C:5]([Cl:26])=[CH:4][N:3]=1.C([Mg]Cl)(C)C.[Cl:32][C:33]1[CH:44]=[CH:43][C:42]([CH3:45])=[CH:41][C:34]=1[C:35](N(OC)C)=[O:36], predict the reaction product. The product is: [Cl:18][C:15]1[CH:16]=[CH:17][C:12]([S:9]([N:8]([C:7]2[C:2]([C:35](=[O:36])[C:34]3[CH:41]=[C:42]([CH3:45])[CH:43]=[CH:44][C:33]=3[Cl:32])=[N:3][CH:4]=[C:5]([Cl:26])[CH:6]=2)[CH2:23][O:24][CH3:25])(=[O:11])=[O:10])=[CH:13][C:14]=1[C:19]([F:22])([F:21])[F:20].